From a dataset of Forward reaction prediction with 1.9M reactions from USPTO patents (1976-2016). Predict the product of the given reaction. (1) Given the reactants [N:1]1([C:6]2[CH:11]=[CH:10][C:9]([N:12]3[CH:16]=[CH:15][C:14]([CH2:17][CH2:18][C:19]([O:21]CC)=[O:20])=[C:13]3[C:24]3[CH:29]=[CH:28][C:27]([C:30](=[O:32])[NH2:31])=[CH:26][C:25]=3[CH3:33])=[CH:8][CH:7]=2)[CH:5]=[CH:4][N:3]=[CH:2]1, predict the reaction product. The product is: [N:1]1([C:6]2[CH:11]=[CH:10][C:9]([N:12]3[CH:16]=[CH:15][C:14]([CH2:17][CH2:18][C:19]([OH:21])=[O:20])=[C:13]3[C:24]3[CH:29]=[CH:28][C:27]([C:30](=[O:32])[NH2:31])=[CH:26][C:25]=3[CH3:33])=[CH:8][CH:7]=2)[CH:5]=[CH:4][N:3]=[CH:2]1. (2) Given the reactants Cl[C:2]1[C:11]2[C:6](=[CH:7][C:8]([S:12]([N:15](CC3C=CC(OC)=CC=3)[C:16]3[S:17][CH:18]=[CH:19][N:20]=3)(=[O:14])=[O:13])=[CH:9][CH:10]=2)[CH:5]=[CH:4][N:3]=1.C(=O)([O-])[O-].[K+].[K+].O1CCOCC1.[OH:42][C:43]([C:46]1[CH:51]=[CH:50][CH:49]=[CH:48][C:47]=1B(O)O)([CH3:45])[CH3:44], predict the reaction product. The product is: [OH:42][C:43]([C:46]1[CH:51]=[CH:50][CH:49]=[CH:48][C:47]=1[C:2]1[C:11]2[C:6](=[CH:7][C:8]([S:12]([NH:15][C:16]3[S:17][CH:18]=[CH:19][N:20]=3)(=[O:13])=[O:14])=[CH:9][CH:10]=2)[CH:5]=[CH:4][N:3]=1)([CH3:45])[CH3:44]. (3) Given the reactants C([N:3]1[CH2:8][CH2:7][N:6]([CH3:9])[CH:5]([C:10]2[N:11]([CH3:29])[C:12](=[O:28])[C:13]([OH:27])=[C:14]([C:16]([NH:18][CH2:19][C:20]3[CH:25]=[CH:24][C:23]([F:26])=[CH:22][CH:21]=3)=[O:17])[N:15]=2)[CH2:4]1)C, predict the reaction product. The product is: [F:26][C:23]1[CH:24]=[CH:25][C:20]([CH2:19][NH:18][C:16]([C:14]2[N:15]=[C:10]([CH:5]3[CH2:4][NH:3][CH2:8][CH2:7][N:6]3[CH3:9])[N:11]([CH3:29])[C:12](=[O:28])[C:13]=2[OH:27])=[O:17])=[CH:21][CH:22]=1.